Dataset: Reaction yield outcomes from USPTO patents with 853,638 reactions. Task: Predict the reaction yield, written as a fraction of the theoretical maximum amount of product (1.0 means a 100% yield; for example, 0.34 means a 34% yield). (1) The reactants are [CH:1](=O)[CH2:2][CH2:3][CH2:4][CH2:5][CH3:6].[C:8]([NH2:12])([CH3:11])([CH3:10])[CH3:9].N1C=CC=CC=1.[C:19]([N:24]=[C:25]=[S:26])(=[O:23])[O:20][CH2:21][CH3:22].II. The catalyst is C(#N)C.O1CCCC1.CO. The product is [CH2:3]([C:2]1=[CH:1][N:12]([C:8]([CH3:11])([CH3:10])[CH3:9])[S:26]/[C:25]/1=[N:24]\[C:19](=[O:23])[O:20][CH2:21][CH3:22])[CH2:4][CH2:5][CH3:6]. The yield is 0.560. (2) The reactants are C([O:3][C:4]([C:6]1[O:7][C:8]2[CH:14]=[C:13]([O:15][C:16]3[S:17][C:18]4[C:19]([N:24]=3)=[N:20][CH:21]=[CH:22][CH:23]=4)[CH:12]=[CH:11][C:9]=2[CH:10]=1)=O)C.CC(C[AlH]CC(C)C)C. The catalyst is C(Cl)Cl. The product is [S:17]1[C:18]2[C:19](=[N:20][CH:21]=[CH:22][CH:23]=2)[N:24]=[C:16]1[O:15][C:13]1[CH:12]=[CH:11][C:9]2[CH:10]=[C:6]([CH2:4][OH:3])[O:7][C:8]=2[CH:14]=1. The yield is 0.820. (3) The reactants are [F:1][CH:2]([F:12])[C:3]1[C:7]([C:8](Cl)=[O:9])=[CH:6][N:5]([CH3:11])[N:4]=1.[Cl:13][C:14]1[CH:19]=[C:18]([Cl:20])[CH:17]=[CH:16][C:15]=1[CH:21]([NH:25][O:26][CH3:27])[CH:22]([NH2:24])[CH3:23].C(N(CC)CC)C. The catalyst is ClCCl. The product is [Cl:13][C:14]1[CH:19]=[C:18]([Cl:20])[CH:17]=[CH:16][C:15]=1[CH:21]([NH:25][O:26][CH3:27])[CH:22]([NH:24][C:8]([C:7]1[C:3]([CH:2]([F:12])[F:1])=[N:4][N:5]([CH3:11])[CH:6]=1)=[O:9])[CH3:23]. The yield is 0.641. (4) The reactants are [CH2:1]([O:5][C:6]1[CH:11]=[C:10]([CH3:12])[CH:9]=[CH:8][C:7]=1[NH:13][C:14](=[O:25])[NH:15][C:16]1[S:17][CH:18]=[C:19]([CH2:21][C:22]([OH:24])=O)[N:20]=1)[CH:2]([CH3:4])[CH3:3].[CH3:26][O:27][CH2:28][CH2:29][NH2:30]. No catalyst specified. The yield is 0.620. The product is [CH2:1]([O:5][C:6]1[CH:11]=[C:10]([CH3:12])[CH:9]=[CH:8][C:7]=1[NH:13][C:14](=[O:25])[NH:15][C:16]1[S:17][CH:18]=[C:19]([CH2:21][C:22]([NH:30][CH2:29][CH2:28][O:27][CH3:26])=[O:24])[N:20]=1)[CH:2]([CH3:3])[CH3:4]. (5) The reactants are C[O:2][C:3]1[N:8]=[C:7]2[C:9]3([CH2:29][O:30][C:6]2=[CH:5][CH:4]=1)[C:17]1[C:12](=[CH:13][CH:14]=[CH:15][CH:16]=1)[N:11]([CH2:18][C:19]1[O:20][C:21]([C:24]([F:27])([F:26])[F:25])=[CH:22][CH:23]=1)[C:10]3=[O:28].Cl[Si](C)(C)C.[I-].[Na+]. The catalyst is C(#N)C.O. The product is [F:26][C:24]([F:25])([F:27])[C:21]1[O:20][C:19]([CH2:18][N:11]2[C:12]3[C:17](=[CH:16][CH:15]=[CH:14][CH:13]=3)[C:9]3([C:7]4[NH:8][C:3](=[O:2])[CH:4]=[CH:5][C:6]=4[O:30][CH2:29]3)[C:10]2=[O:28])=[CH:23][CH:22]=1. The yield is 0.600. (6) The reactants are [O:1]1[CH2:6][CH2:5][N:4]([CH:7]2[CH2:10][N:9](C(OC(C)(C)C)=O)[CH2:8]2)[CH2:3][CH2:2]1.Cl.O1CCOCC1. The catalyst is C(Cl)Cl. The product is [NH:9]1[CH2:10][CH:7]([N:4]2[CH2:5][CH2:6][O:1][CH2:2][CH2:3]2)[CH2:8]1. The yield is 1.00. (7) The reactants are [NH2:1][C:2]1[CH:7]=[C:6]([F:8])[C:5]([N+:9]([O-:11])=[O:10])=[CH:4][C:3]=1[C:12]#[C:13][C:14]([CH3:26])([CH3:25])[C:15]([O:17][CH2:18][C:19]1[CH:24]=[CH:23][CH:22]=[CH:21][CH:20]=1)=[O:16]. The catalyst is C(#N)C.Cl[Pd]Cl. The product is [F:8][C:6]1[CH:7]=[C:2]2[C:3]([CH:12]=[C:13]([C:14]([CH3:26])([CH3:25])[C:15]([O:17][CH2:18][C:19]3[CH:20]=[CH:21][CH:22]=[CH:23][CH:24]=3)=[O:16])[NH:1]2)=[CH:4][C:5]=1[N+:9]([O-:11])=[O:10]. The yield is 0.900. (8) The reactants are [CH3:1][O:2][C:3](=[O:40])[CH2:4][O:5][C:6]1[CH:11]=[CH:10][C:9]([F:12])=[C:8]([CH2:13][C:14]2[C:22]3[C:17](=[N:18][CH:19]=[C:20]([C:23]4[CH:24]=[N:25][CH:26]=[CH:27][CH:28]=4)[CH:21]=3)[N:16]([Si](C(C)C)(C(C)C)C(C)C)[CH:15]=2)[C:7]=1[F:39].[F-].C([N+](CCCC)(CCCC)CCCC)CCC. The catalyst is O1CCCC1. The product is [CH3:1][O:2][C:3](=[O:40])[CH2:4][O:5][C:6]1[CH:11]=[CH:10][C:9]([F:12])=[C:8]([CH2:13][C:14]2[C:22]3[C:17](=[N:18][CH:19]=[C:20]([C:23]4[CH:24]=[N:25][CH:26]=[CH:27][CH:28]=4)[CH:21]=3)[NH:16][CH:15]=2)[C:7]=1[F:39]. The yield is 0.690.